Dataset: Full USPTO retrosynthesis dataset with 1.9M reactions from patents (1976-2016). Task: Predict the reactants needed to synthesize the given product. (1) Given the product [CH3:3][N:4]1[C:8]([C:9]2[CH:10]=[CH:11][N:12]=[CH:13][CH:14]=2)=[C:7]([C:15]2[CH:20]=[CH:19][CH:18]=[CH:17][CH:16]=2)[N:6]=[C:5]1[CH2:21][O:22][CH2:24][P:25](=[O:32])([O:29][CH2:30][CH3:31])[O:26][CH2:27][CH3:28], predict the reactants needed to synthesize it. The reactants are: [H-].[Na+].[CH3:3][N:4]1[C:8]([C:9]2[CH:14]=[CH:13][N:12]=[CH:11][CH:10]=2)=[C:7]([C:15]2[CH:20]=[CH:19][CH:18]=[CH:17][CH:16]=2)[N:6]=[C:5]1[CH2:21][OH:22].Cl[CH2:24][P:25](=[O:32])([O:29][CH2:30][CH3:31])[O:26][CH2:27][CH3:28]. (2) Given the product [CH3:8][O:7][C:5](=[O:6])[CH:4]([C:15]1[CH:20]=[C:19]([S:21][CH3:22])[N:18]=[CH:17][N:16]=1)[C:3]([O:10][CH3:11])=[O:9], predict the reactants needed to synthesize it. The reactants are: [H-].[Na+].[C:3]([O:10][CH3:11])(=[O:9])[CH2:4][C:5]([O:7][CH3:8])=[O:6].[H][H].Cl[C:15]1[CH:20]=[C:19]([S:21][CH3:22])[N:18]=[CH:17][N:16]=1. (3) Given the product [Cl:39][C:40]([Cl:47])([Cl:46])[CH2:41][O:42][C:43](=[O:44])[NH:10][C:8]1[N:7]([C:11]2[C:12]([CH2:25][O:26][Si:27]([CH:31]([CH3:33])[CH3:32])([CH:28]([CH3:29])[CH3:30])[CH:34]([CH3:36])[CH3:35])=[N:13][N:14]([CH2:16][CH2:17][O:18][CH:19]3[CH2:24][CH2:23][CH2:22][CH2:21][O:20]3)[CH:15]=2)[N:6]=[C:5]([C:1]([CH3:2])([CH3:4])[CH3:3])[CH:9]=1, predict the reactants needed to synthesize it. The reactants are: [C:1]([C:5]1[CH:9]=[C:8]([NH2:10])[N:7]([C:11]2[C:12]([CH2:25][O:26][Si:27]([CH:34]([CH3:36])[CH3:35])([CH:31]([CH3:33])[CH3:32])[CH:28]([CH3:30])[CH3:29])=[N:13][N:14]([CH2:16][CH2:17][O:18][CH:19]3[CH2:24][CH2:23][CH2:22][CH2:21][O:20]3)[CH:15]=2)[N:6]=1)([CH3:4])([CH3:3])[CH3:2].[OH-].[Na+].[Cl:39][C:40]([Cl:47])([Cl:46])[CH2:41][O:42][C:43](Cl)=[O:44]. (4) Given the product [Cl:22][C:19]1[CH:20]=[C:21]2[C:16](=[CH:17][CH:18]=1)[NH:15][C:14](=[O:23])[C:13]2=[CH:12][C:8]1[NH:7][C:6]([C:4]([OH:5])=[O:3])=[CH:10][C:9]=1[CH3:11], predict the reactants needed to synthesize it. The reactants are: C([O:3][C:4]([C:6]1[NH:7][C:8]([CH:12]=[C:13]2[C:21]3[C:16](=[CH:17][CH:18]=[C:19]([Cl:22])[CH:20]=3)[NH:15][C:14]2=[O:23])=[C:9]([CH3:11])[CH:10]=1)=[O:5])C.[OH-].[K+].